Dataset: NCI-60 drug combinations with 297,098 pairs across 59 cell lines. Task: Regression. Given two drug SMILES strings and cell line genomic features, predict the synergy score measuring deviation from expected non-interaction effect. Drug 1: CC1=CC=C(C=C1)C2=CC(=NN2C3=CC=C(C=C3)S(=O)(=O)N)C(F)(F)F. Cell line: RXF 393. Drug 2: C(CN)CNCCSP(=O)(O)O. Synergy scores: CSS=-1.21, Synergy_ZIP=0.601, Synergy_Bliss=-0.0236, Synergy_Loewe=-1.70, Synergy_HSA=-1.62.